From a dataset of HIV replication inhibition screening data with 41,000+ compounds from the AIDS Antiviral Screen. Binary Classification. Given a drug SMILES string, predict its activity (active/inactive) in a high-throughput screening assay against a specified biological target. (1) The compound is CN=S(=O)(c1ccccc1)c1ccccc1. The result is 1 (active). (2) The compound is CCOC(=O)C(=NO)C1=CSC2=NNC(C)(C)N12. The result is 0 (inactive). (3) The drug is O=C(NC1C2CC3CC(C2)CC1C3)c1ccncn1. The result is 0 (inactive).